This data is from Catalyst prediction with 721,799 reactions and 888 catalyst types from USPTO. The task is: Predict which catalyst facilitates the given reaction. (1) Reactant: FC(F)(F)C([N:5]([C@@H:13]1[CH2:15][C@H:14]1[C:16]1[CH:21]=[CH:20][CH:19]=[CH:18][CH:17]=1)[CH2:6][CH:7]1[CH2:12][CH2:11][NH:10][CH2:9][CH2:8]1)=O.Br[C:25]1[CH:30]=[CH:29][CH:28]=[CH:27][CH:26]=1.CC(C)([O-])C.[Na+].O. Product: [C:16]1([C@@H:14]2[CH2:15][C@H:13]2[NH:5][CH2:6][CH:7]2[CH2:8][CH2:9][N:10]([C:25]3[CH:30]=[CH:29][CH:28]=[CH:27][CH:26]=3)[CH2:11][CH2:12]2)[CH:17]=[CH:18][CH:19]=[CH:20][CH:21]=1. The catalyst class is: 101. (2) Reactant: [NH2:1][C:2]1[N:7]=[CH:6][N:5]=[C:4]([N:8]2[C:16]3[C:11](=[CH:12][CH:13]=[C:14]([C:17]4[CH:18]=[C:19]([NH:23][C:24]([NH:26][C:27]5[CH:32]=[CH:31][CH:30]=[CH:29][C:28]=5[O:33][CH3:34])=[O:25])[CH:20]=[CH:21][CH:22]=4)[CH:15]=3)[CH:10]=[CH:9]2)[CH:3]=1.[CH:35]1([C:38](Cl)=[O:39])[CH2:37][CH2:36]1. Product: [CH3:34][O:33][C:28]1[CH:29]=[CH:30][CH:31]=[CH:32][C:27]=1[NH:26][C:24](=[O:25])[NH:23][C:19]1[CH:18]=[C:17]([C:14]2[CH:15]=[C:16]3[C:11]([CH:10]=[CH:9][N:8]3[C:4]3[N:5]=[CH:6][N:7]=[C:2]([NH:1][C:38]([CH:35]4[CH2:37][CH2:36]4)=[O:39])[CH:3]=3)=[CH:12][CH:13]=2)[CH:22]=[CH:21][CH:20]=1. The catalyst class is: 17. (3) Reactant: C[O:2][C:3]([C:5]1[S:6][C:7]([C:10]2[N:11]=[C:12]3[C:18]([C:19](=[O:27])[NH:20][C@@H:21]([CH3:26])[C:22]([CH3:25])([CH3:24])[CH3:23])=[CH:17][N:16]([CH2:28][O:29][CH2:30][CH2:31][Si:32]([CH3:35])([CH3:34])[CH3:33])[C:13]3=[N:14][CH:15]=2)=[CH:8][CH:9]=1)=[O:4].[OH-].[Li+].C(OCC)(=O)C. Product: [CH3:26][C@H:21]([NH:20][C:19]([C:18]1[C:12]2[C:13](=[N:14][CH:15]=[C:10]([C:7]3[S:6][C:5]([C:3]([OH:4])=[O:2])=[CH:9][CH:8]=3)[N:11]=2)[N:16]([CH2:28][O:29][CH2:30][CH2:31][Si:32]([CH3:35])([CH3:33])[CH3:34])[CH:17]=1)=[O:27])[C:22]([CH3:25])([CH3:24])[CH3:23]. The catalyst class is: 87. (4) Reactant: [CH2:1]([O:8][C:9]1[CH:14]=[CH:13][C:12]([OH:15])=[CH:11][CH:10]=1)[C:2]1[CH:7]=[CH:6][CH:5]=[CH:4][CH:3]=1.[C:16]([C@H:20]1[CH2:24]OS(=O)(=O)[O:21]1)([CH3:19])([CH3:18])[CH3:17].C(=O)([O-])[O-].[K+].[K+].C(Cl)(=O)C. Product: [CH2:1]([O:8][C:9]1[CH:10]=[CH:11][C:12]([O:15][CH2:24][C@@H:20]([OH:21])[C:16]([CH3:19])([CH3:18])[CH3:17])=[CH:13][CH:14]=1)[C:2]1[CH:3]=[CH:4][CH:5]=[CH:6][CH:7]=1. The catalyst class is: 382. (5) Reactant: [C:1]([OH:8])(=[O:7])[CH2:2][CH2:3][C:4]([OH:6])=[O:5].[CH2:9]([OH:12])[CH2:10][OH:11]. Product: [CH2:2]([C:1]([OH:8])=[O:7])[CH2:3][C:4]([OH:6])=[O:5].[CH2:9]([OH:12])[CH2:10][OH:11]. The catalyst class is: 6. (6) Reactant: [NH2:1][C:2]1[CH:3]=[C:4]([C:8]([F:11])([F:10])[F:9])[CH:5]=[CH:6][CH:7]=1.[N:12]#[C:13]Br. Product: [NH:1]([C:2]1[CH:3]=[C:4]([C:8]([F:9])([F:10])[F:11])[CH:5]=[CH:6][CH:7]=1)[C:13]#[N:12]. The catalyst class is: 27. (7) Reactant: [CH3:1][O:2][C:3]1[CH:10]=[CH:9][CH:8]=[CH:7][C:4]=1[CH2:5]O.C1(P(C2C=CC=CC=2)C2C=CC=CC=2)C=CC=CC=1.C(Br)(Br)(Br)[Br:31]. Product: [Br:31][CH2:5][C:4]1[CH:7]=[CH:8][CH:9]=[CH:10][C:3]=1[O:2][CH3:1]. The catalyst class is: 4. (8) Reactant: [Cl:1][C:2]1[CH:3]=[C:4]2[C:8](=[CH:9][CH:10]=1)[NH:7][C:6]1[CH:11]([CH3:16])[N:12]([CH3:15])[CH2:13][CH2:14][C:5]2=1.N1CCC[C@H]1C(O)=O.[O-]P([O-])([O-])=O.[K+].[K+].[K+].Br[CH:34]=[C:35]([C:37]1[CH:42]=[CH:41][C:40]([O:43][CH3:44])=[C:39]([F:45])[CH:38]=1)[CH3:36]. Product: [Cl:1][C:2]1[CH:3]=[C:4]2[C:8](=[CH:9][CH:10]=1)[N:7]([CH:34]=[C:35]([C:37]1[CH:42]=[CH:41][C:40]([O:43][CH3:44])=[C:39]([F:45])[CH:38]=1)[CH3:36])[C:6]1[CH:11]([CH3:16])[N:12]([CH3:15])[CH2:13][CH2:14][C:5]2=1. The catalyst class is: 122.